This data is from Forward reaction prediction with 1.9M reactions from USPTO patents (1976-2016). The task is: Predict the product of the given reaction. (1) Given the reactants Cl[C:2]1[N:3]=[C:4]([N:13]2[CH2:18][CH2:17][O:16][CH2:15][CH2:14]2)[C:5]2[S:10][C:9]([CH:11]=O)=[CH:8][C:6]=2[N:7]=1.[OH:19][CH2:20][CH2:21][N:22]1[CH2:27][CH2:26][NH:25][CH2:24][CH2:23]1.CC(O)=O.[BH-](OC(C)=O)(OC(C)=O)OC(C)=O.[Na+].CC1(C)C(C)(C)OB([C:54]2[CH:55]=[CH:56][C:57]([NH2:60])=[N:58][CH:59]=2)O1, predict the reaction product. The product is: [NH2:60][C:57]1[N:58]=[CH:59][C:54]([C:2]2[N:3]=[C:4]([N:13]3[CH2:18][CH2:17][O:16][CH2:15][CH2:14]3)[C:5]3[S:10][C:9]([CH2:11][N:25]4[CH2:26][CH2:27][N:22]([CH2:21][CH2:20][OH:19])[CH2:23][CH2:24]4)=[CH:8][C:6]=3[N:7]=2)=[CH:55][CH:56]=1. (2) Given the reactants O=[C:2]1[CH2:11][CH2:10][C:9]2[C:4](=[CH:5][CH:6]=[C:7]([NH:12][C:13]([C:15]3[C:16]([C:21]4[CH:26]=[CH:25][C:24]([C:27]([F:30])([F:29])[F:28])=[CH:23][CH:22]=4)=[CH:17][CH:18]=[CH:19][CH:20]=3)=[O:14])[CH:8]=2)[N:3]1[CH2:31][CH2:32][C:33]1[CH:38]=[CH:37][CH:36]=[CH:35][N:34]=1.[H-].[Al+3].[Li+].[H-].[H-].[H-].C(OCC)(=O)C.O, predict the reaction product. The product is: [N:34]1[CH:35]=[CH:36][CH:37]=[CH:38][C:33]=1[CH2:32][CH2:31][N:3]1[C:4]2[C:9](=[CH:8][C:7]([NH:12][C:13]([C:15]3[C:16]([C:21]4[CH:22]=[CH:23][C:24]([C:27]([F:30])([F:28])[F:29])=[CH:25][CH:26]=4)=[CH:17][CH:18]=[CH:19][CH:20]=3)=[O:14])=[CH:6][CH:5]=2)[CH2:10][CH2:11][CH2:2]1. (3) Given the reactants [CH3:1][S:2](Cl)(=[O:4])=[O:3].[F:6][C:7]([F:33])([F:32])[C:8]1[CH:9]=[C:10]([CH:29]=[CH:30][CH:31]=1)[CH2:11][N:12]1[CH2:16][C@H:15]2[C@H:17]([NH:20][C:21](=[O:28])[C@H:22]([CH2:24][CH:25]([CH3:27])[CH3:26])[NH2:23])[CH2:18][CH2:19][C@H:14]2[CH2:13]1.CN[C@H:36]([C:41](N[C@@H]1[C@H]2[C@H](CN(CC3C=CC=C(C(F)(F)F)C=3)C2)CC1)=O)[CH2:37]C(C)C, predict the reaction product. The product is: [CH2:1]([S:2]([NH:23][C@H:22]([C:21]([NH:20][C@H:17]1[C@H:15]2[C@H:14]([CH2:13][N:12]([CH2:11][C:10]3[CH:29]=[CH:30][CH:31]=[C:8]([C:7]([F:32])([F:6])[F:33])[CH:9]=3)[CH2:16]2)[CH2:19][CH2:18]1)=[O:28])[CH2:24][CH:25]([CH3:26])[CH3:27])(=[O:4])=[O:3])[CH:36]([CH3:41])[CH3:37]. (4) Given the reactants Br[C:2]1[CH:13]=[CH:12][C:5]2[N:6]([CH3:11])[C:7](=[O:10])[N:8]([CH3:9])[C:4]=2[CH:3]=1.[CH3:14][C:15]1([CH3:31])[C:19]([CH3:21])([CH3:20])[O:18][B:17]([B:17]2[O:18][C:19]([CH3:21])([CH3:20])[C:15]([CH3:31])([CH3:14])[O:16]2)[O:16]1.ClCCl.C([O-])(=O)C.[K+], predict the reaction product. The product is: [CH3:11][N:6]1[C:5]2[CH:12]=[CH:13][C:2]([B:17]3[O:18][C:19]([CH3:21])([CH3:20])[C:15]([CH3:31])([CH3:14])[O:16]3)=[CH:3][C:4]=2[N:8]([CH3:9])[C:7]1=[O:10].